Dataset: Forward reaction prediction with 1.9M reactions from USPTO patents (1976-2016). Task: Predict the product of the given reaction. (1) Given the reactants [Cl:1][C:2]1[CH:7]=[CH:6][C:5]([S:8]([C:11]2[S:20][C:14]3=[N+:15]([O-])[CH:16]=[CH:17][CH:18]=[C:13]3[C:12]=2[C:21]2[CH:26]=[CH:25][C:24]([Cl:27])=[CH:23][CH:22]=2)(=[O:10])=[O:9])=[CH:4][CH:3]=1.O(Cl)[Cl:29].[P+3].[OH-].[Na+], predict the reaction product. The product is: [Cl:29][C:16]1[N:15]=[C:14]2[S:20][C:11]([S:8]([C:5]3[CH:6]=[CH:7][C:2]([Cl:1])=[CH:3][CH:4]=3)(=[O:10])=[O:9])=[C:12]([C:21]3[CH:26]=[CH:25][C:24]([Cl:27])=[CH:23][CH:22]=3)[C:13]2=[CH:18][CH:17]=1. (2) Given the reactants Br[C:2]1[CH:7]=[CH:6][C:5]([C:8]2[S:9][CH:10]=[CH:11][C:12]=2[Cl:13])=[CH:4][CH:3]=1.[B:14]1([B:14]2[O:18][C:17]([CH3:20])([CH3:19])[C:16]([CH3:22])([CH3:21])[O:15]2)[O:18][C:17]([CH3:20])([CH3:19])[C:16]([CH3:22])([CH3:21])[O:15]1.CC([O-])=O.[K+], predict the reaction product. The product is: [Cl:13][C:12]1[CH:11]=[CH:10][S:9][C:8]=1[C:5]1[CH:6]=[CH:7][C:2]([B:14]2[O:18][C:17]([CH3:20])([CH3:19])[C:16]([CH3:22])([CH3:21])[O:15]2)=[CH:3][CH:4]=1. (3) Given the reactants CS[C:3](=[N:22][C:23](=[O:29])[O:24][C:25]([CH3:28])([CH3:27])[CH3:26])[NH:4][C:5]([C@H:7]1[CH2:11][CH2:10][CH2:9][N:8]1[C:12]1[CH:17]=[CH:16][C:15]([C:18]([F:21])([F:20])[F:19])=[CH:14][CH:13]=1)=[O:6].[Cl:30][C:31]1[CH:32]=[C:33]([CH:36]=[C:37]([Cl:46])[C:38]=1[NH:39][C:40](=[O:45])[CH2:41][N:42]([CH3:44])[CH3:43])[CH2:34][NH2:35], predict the reaction product. The product is: [Cl:30][C:31]1[CH:32]=[C:33]([CH:36]=[C:37]([Cl:46])[C:38]=1[NH:39][C:40](=[O:45])[CH2:41][N:42]([CH3:43])[CH3:44])[CH2:34][NH:35][C:3]([NH:4][C:5]([C@H:7]1[CH2:11][CH2:10][CH2:9][N:8]1[C:12]1[CH:17]=[CH:16][C:15]([C:18]([F:21])([F:20])[F:19])=[CH:14][CH:13]=1)=[O:6])=[N:22][C:23](=[O:29])[O:24][C:25]([CH3:28])([CH3:27])[CH3:26]. (4) Given the reactants [CH2:1]([O:3][PH:4](=[O:8])[O:5][CH2:6][CH3:7])[CH3:2].C([O-])([O-])=O.[Cs+].[Cs+].[CH2:15]1[CH2:19]O[CH2:17][CH2:16]1, predict the reaction product. The product is: [C:1]1([O:3][PH:4](=[O:8])[O:5][C:6]2[CH:17]=[CH:16][CH:15]=[CH:19][CH:7]=2)[CH:19]=[CH:15][CH:16]=[CH:17][CH:2]=1.